This data is from Reaction yield outcomes from USPTO patents with 853,638 reactions. The task is: Predict the reaction yield, written as a fraction of the theoretical maximum amount of product (1.0 means a 100% yield; for example, 0.34 means a 34% yield). The reactants are [Cl:1][C:2]1[C:3]2[CH2:10][C:9](=[O:11])[NH:8][C:4]=2[N:5]=[CH:6][N:7]=1.[CH3:12][C:13]1[CH:17]=[C:16]([CH3:18])[NH:15][C:14]=1[CH:19]=O. No catalyst specified. The product is [Cl:1][C:2]1[C:3]2[C:10](=[CH:19][C:14]3[NH:15][C:16]([CH3:18])=[CH:17][C:13]=3[CH3:12])[C:9](=[O:11])[NH:8][C:4]=2[N:5]=[CH:6][N:7]=1. The yield is 0.445.